The task is: Regression. Given a peptide amino acid sequence and an MHC pseudo amino acid sequence, predict their binding affinity value. This is MHC class II binding data.. This data is from Peptide-MHC class II binding affinity with 134,281 pairs from IEDB. (1) The peptide sequence is YDKFLANVSTVLTRK. The MHC is DRB1_1602 with pseudo-sequence DRB1_1602. The binding affinity (normalized) is 0.795. (2) The peptide sequence is TAAINKGILVTVNPI. The MHC is DRB1_0405 with pseudo-sequence DRB1_0405. The binding affinity (normalized) is 0.0834. (3) The peptide sequence is SEFAYGSFVRTVSLP. The MHC is HLA-DQA10301-DQB10302 with pseudo-sequence HLA-DQA10301-DQB10302. The binding affinity (normalized) is 0.144.